From a dataset of Full USPTO retrosynthesis dataset with 1.9M reactions from patents (1976-2016). Predict the reactants needed to synthesize the given product. (1) Given the product [NH2:34][CH2:35][C:36]([NH:22][CH2:21][C@@H:20]([OH:23])[CH2:19][P:10]([CH2:12][CH:13]1[CH2:14][CH2:15][CH2:16][CH2:17][CH2:18]1)(=[O:11])[OH:9])=[O:37], predict the reactants needed to synthesize it. The reactants are: Cl.C([O:9][P:10]([CH2:19][C@H:20]([OH:23])[CH2:21][NH2:22])([CH2:12][CH:13]1[CH2:18][CH2:17][CH2:16][CH2:15][CH2:14]1)=[O:11])C1C=CC=CC=1.C([NH:34][CH2:35][C:36](O)=[O:37])(OCC1C=CC=CC=1)=O. (2) Given the product [Cl:1][C:2]1[CH:7]=[CH:6][C:5]([C:8]2[CH:9]=[C:10]([NH:20][C:33]([C:30]3[CH:31]=[N:32][C:24]4[N:23]([CH3:22])[CH2:28][CH2:27][O:26][C:25]=4[CH:29]=3)=[O:34])[CH:11]=[N:12][C:13]=2[O:14][CH2:15][C:16]([F:17])([F:18])[F:19])=[CH:4][C:3]=1[CH3:21], predict the reactants needed to synthesize it. The reactants are: [Cl:1][C:2]1[CH:7]=[CH:6][C:5]([C:8]2[CH:9]=[C:10]([NH2:20])[CH:11]=[N:12][C:13]=2[O:14][CH2:15][C:16]([F:19])([F:18])[F:17])=[CH:4][C:3]=1[CH3:21].[CH3:22][N:23]1[CH2:28][CH2:27][O:26][C:25]2[CH:29]=[C:30]([C:33](O)=[O:34])[CH:31]=[N:32][C:24]1=2. (3) Given the product [S:27]1[C:28]2[C:29](=[N:30][CH:31]=[CH:32][CH:33]=2)[N:34]=[C:26]1[NH:25][C:24]([C:21]1[C:19]2[N:20]=[CH:15][N:16]=[CH:17][C:18]=2[S:23][CH:22]=1)=[O:35], predict the reactants needed to synthesize it. The reactants are: C(OC(=O)N[C@@H]1[C@H](N[C:15]2[N:16]=[CH:17][C:18]3[S:23][CH:22]=[C:21]([C:24](=[O:35])[NH:25][C:26]4[S:27][C:28]5[C:29]([N:34]=4)=[N:30][CH:31]=[CH:32][CH:33]=5)[C:19]=3[N:20]=2)CCOC1)(C)(C)C. (4) Given the product [Cl:7][C:8]1[CH:9]=[C:10]([C:14]2[N:15]([CH2:29][CH3:30])[C:16]3[C:21]([N:22]=2)=[C:20]([NH:23][C@H:24]2[CH2:28][CH2:27][N:26]([C:4]([CH:1]4[CH2:3][CH2:2]4)=[O:5])[CH2:25]2)[N:19]=[CH:18][N:17]=3)[CH:11]=[N:12][CH:13]=1, predict the reactants needed to synthesize it. The reactants are: [CH:1]1([C:4](Cl)=[O:5])[CH2:3][CH2:2]1.[Cl:7][C:8]1[CH:9]=[C:10]([C:14]2[N:15]([CH2:29][CH3:30])[C:16]3[C:21]([N:22]=2)=[C:20]([NH:23][C@H:24]2[CH2:28][CH2:27][NH:26][CH2:25]2)[N:19]=[CH:18][N:17]=3)[CH:11]=[N:12][CH:13]=1.C(N(CC)CC)C. (5) Given the product [ClH:18].[ClH:18].[ClH:18].[F:1][C:2]([F:38])([F:37])[C:3]1[CH:4]=[C:5]([CH:30]=[C:31]([C:33]([F:36])([F:35])[F:34])[CH:32]=1)[C:6]([N:8]1[CH2:13][CH2:12][N:11]([CH2:14][C:15]#[C:16][CH2:17][NH:39][CH2:40][C:41]2[CH:42]=[N:43][CH:44]=[CH:45][CH:46]=2)[CH2:10][C@H:9]1[CH2:19][C:20]1[CH:29]=[CH:28][C:27]2[C:22](=[CH:23][CH:24]=[CH:25][CH:26]=2)[CH:21]=1)=[O:7], predict the reactants needed to synthesize it. The reactants are: [F:1][C:2]([F:38])([F:37])[C:3]1[CH:4]=[C:5]([CH:30]=[C:31]([C:33]([F:36])([F:35])[F:34])[CH:32]=1)[C:6]([N:8]1[CH2:13][CH2:12][N:11]([CH2:14][C:15]#[C:16][CH2:17][Cl:18])[CH2:10][C@H:9]1[CH2:19][C:20]1[CH:29]=[CH:28][C:27]2[C:22](=[CH:23][CH:24]=[CH:25][CH:26]=2)[CH:21]=1)=[O:7].[NH2:39][CH2:40][C:41]1[CH:42]=[N:43][CH:44]=[CH:45][CH:46]=1.C(N(CC)CC)C. (6) Given the product [F:1][C:2]1[CH:3]=[C:4]([S:8][C:10]2[C:19]3[C:14](=[CH:15][CH:16]=[CH:17][CH:18]=3)[CH:13]=[C:12]([NH:20][C:21]3[CH:25]=[C:24]([CH3:26])[NH:23][N:22]=3)[N:11]=2)[CH:5]=[CH:6][CH:7]=1, predict the reactants needed to synthesize it. The reactants are: [F:1][C:2]1[CH:3]=[C:4]([SH:8])[CH:5]=[CH:6][CH:7]=1.Cl[C:10]1[C:19]2[C:14](=[CH:15][CH:16]=[CH:17][CH:18]=2)[CH:13]=[C:12]([NH:20][C:21]2[CH:25]=[C:24]([CH3:26])[NH:23][N:22]=2)[N:11]=1.